This data is from Experimentally validated miRNA-target interactions with 360,000+ pairs, plus equal number of negative samples. The task is: Binary Classification. Given a miRNA mature sequence and a target amino acid sequence, predict their likelihood of interaction. (1) The miRNA is hsa-miR-6726-5p with sequence CGGGAGCUGGGGUCUGCAGGU. The protein sequence of the target gene is MFQTFRKWFWSERYWLPPTIKWSDLEDHDGLVFVKASHLYITIPYAFLLMVVRYFFEKFVATPLANALGIKKTQHKIKPNAILENFFKHSTSKPSHTDIYGLAKKCNLTERQVERWLRIRQKQNKPCRLQKFQESCWRFTFYLLITMAGAVFLYDKPWAYDLWEVWNDYPRQPLLPSQYWYYILEMSFYWSLVFSLSTDIKRKDFLAHVIHHLAAISLMSFSWCANYIRSGTLVMFIHDISDIWLESAKMFSYAGWKQTCNTLFFIFTVVFFISRFIIFPFWILYCTLILPLHYLEPFFS.... Result: 0 (no interaction). (2) The miRNA is hsa-miR-3145-3p with sequence AGAUAUUUUGAGUGUUUGGAAUUG. The protein sequence of the target gene is MPLALTLLLLSGLGAPGGWGCLQCDPLVLEALGHLRSALIPSRFQLEQLQARAGAVLMGMEGPFFRDYALNVFVGKVETNQLDLVASFVKNQTQHLMGNSLKDEPLLEELVTLRANVIKEFKKVLISYELKACNPKLCRLLKEEVLDCLHCQRITPKCIHKKYCFVDRQPRVALQYQMDSKYPRNQALLGILISVSLAVFVFVVIVVSACTYRQNRKLLLQ. Result: 0 (no interaction).